Dataset: Tyrosyl-DNA phosphodiesterase HTS with 341,365 compounds. Task: Binary Classification. Given a drug SMILES string, predict its activity (active/inactive) in a high-throughput screening assay against a specified biological target. (1) The drug is S(c1nc(nc2c3c(oc12)cccc3)C)CC. The result is 0 (inactive). (2) The compound is S(=O)(=O)(N1CCN(CC1)c1nn(c(=O)n(c1=O)C)C)c1cc(c(cc1)C)C. The result is 0 (inactive). (3) The drug is S(c1n(nnn1)C1CCCCC1)CC(=O)NCc1occc1. The result is 0 (inactive). (4) The molecule is O(CCCC(=O)NCCCN1CCN(CC1)Cc1ccccc1)c1c2c(n(c(=O)c1)C)cccc2. The result is 0 (inactive).